Dataset: Reaction yield outcomes from USPTO patents with 853,638 reactions. Task: Predict the reaction yield, written as a fraction of the theoretical maximum amount of product (1.0 means a 100% yield; for example, 0.34 means a 34% yield). (1) The reactants are [C:1]([C:4]1[C:9]([O:10][CH:11]([CH3:17])[C:12]([O:14][CH2:15][CH3:16])=[O:13])=[C:8]([I:18])[C:7]([F:19])=[C:6]([Cl:20])[CH:5]=1)(=[O:3])[CH3:2].[CH2:21](O)[CH2:22][OH:23].O.C1(C)C=CC(S(O)(=O)=O)=CC=1.C(=O)(O)[O-].[Na+]. The catalyst is C1(C)C=CC=CC=1. The product is [Cl:20][C:6]1[CH:5]=[C:4]([C:1]2([CH3:2])[O:23][CH2:22][CH2:21][O:3]2)[C:9]([O:10][CH:11]([CH3:17])[C:12]([O:14][CH2:15][CH3:16])=[O:13])=[C:8]([I:18])[C:7]=1[F:19]. The yield is 0.570. (2) The reactants are BrCCO[Si](C(C)(C)C)(C)C.Cl[CH2:13][C:14]1[CH:21]=[CH:20][C:17]([C:18]#[N:19])=[CH:16][CH:15]=1.[CH3:22][C:23]1[CH:27]=[C:26]([N:28]2[CH2:32][CH2:31][NH:30][C:29]2=[O:33])[S:25][C:24]=1[C:34]([O:36][CH2:37][CH3:38])=[O:35]. No catalyst specified. The product is [C:18]([C:17]1[CH:20]=[CH:21][C:14]([CH2:13][N:30]2[CH2:31][CH2:32][N:28]([C:26]3[S:25][C:24]([C:34]([O:36][CH2:37][CH3:38])=[O:35])=[C:23]([CH3:22])[CH:27]=3)[C:29]2=[O:33])=[CH:15][CH:16]=1)#[N:19]. The yield is 0.860. (3) The reactants are C[Si](Br)(C)C.[CH2:6]([N:8]([CH2:23][CH3:24])[C:9](=[O:22])[C:10]([CH2:12][O:13][CH2:14][CH2:15][P:16]([O:20]C)([O:18]C)=[O:17])=[CH2:11])[CH3:7]. No catalyst specified. The product is [CH2:23]([N:8]([CH2:6][CH3:7])[C:9](=[O:22])[C:10]([CH2:12][O:13][CH2:14][CH2:15][P:16]([OH:20])([OH:18])=[O:17])=[CH2:11])[CH3:24]. The yield is 1.00. (4) The reactants are Br[C:2]1[CH:3]=[N:4][CH:5]=[C:6]([O:8][CH:9]([C:11]2[CH:16]=[CH:15][CH:14]=[CH:13][CH:12]=2)[CH3:10])[CH:7]=1.[B:17]1([B:17]2[O:21][C:20]([CH3:23])([CH3:22])[C:19]([CH3:25])([CH3:24])[O:18]2)[O:21][C:20]([CH3:23])([CH3:22])[C:19]([CH3:25])([CH3:24])[O:18]1.C([O-])(=O)C.[K+]. The catalyst is O1CCOCC1.C(OCC)(=O)C.C1C=CC(P(C2C=CC=CC=2)[C-]2C=CC=C2)=CC=1.C1C=CC(P(C2C=CC=CC=2)[C-]2C=CC=C2)=CC=1.Cl[Pd]Cl.[Fe+2]. The product is [C:11]1([CH:9]([O:8][C:6]2[CH:5]=[N:4][CH:3]=[C:2]([B:17]3[O:21][C:20]([CH3:23])([CH3:22])[C:19]([CH3:25])([CH3:24])[O:18]3)[CH:7]=2)[CH3:10])[CH:16]=[CH:15][CH:14]=[CH:13][CH:12]=1. The yield is 1.00. (5) The reactants are [C:1]([OH:20])(=[O:19])[CH2:2][CH2:3][CH2:4][CH2:5][CH2:6][CH2:7][CH2:8]/[CH:9]=[CH:10]\[CH2:11][CH2:12][CH2:13][CH2:14][CH2:15][CH2:16][CH2:17][CH3:18].[CH2:21](O)[CH3:22]. The catalyst is CCOCC. The product is [C:1]([O:20][CH2:21][CH3:22])(=[O:19])[CH2:2][CH2:3][CH2:4][CH2:5][CH2:6][CH2:7][CH2:8]/[CH:9]=[CH:10]\[CH2:11][CH2:12][CH2:13][CH2:14][CH2:15][CH2:16][CH2:17][CH3:18]. The yield is 0.900.